This data is from Catalyst prediction with 721,799 reactions and 888 catalyst types from USPTO. The task is: Predict which catalyst facilitates the given reaction. (1) Reactant: [CH3:1][N:2]1[CH:6]=[CH:5][N:4]=[CH:3]1.[F:7][C:8]([F:18])([F:17])[C:9]1[CH:16]=[CH:15][C:12]([CH2:13][Br:14])=[CH:11][CH:10]=1. The catalyst class is: 11. Product: [Br-:14].[F:7][C:8]([F:18])([F:17])[C:9]1[CH:16]=[CH:15][C:12]([CH2:13][N+:4]2[CH:5]=[CH:6][N:2]([CH3:1])[CH:3]=2)=[CH:11][CH:10]=1. (2) Reactant: [Cl:1][C:2]1[C:7]([C:8]([OH:10])=O)=[CH:6][N:5]=[C:4]2[N:11]([CH2:14][CH3:15])[N:12]=[CH:13][C:3]=12.C(NC(C1C(Cl)=C2C=NN(CC)C2=NC=1)=O)C1C=CC=CC=1.C(N(C(C)C)CC)(C)C.[NH2:47][CH2:48][C:49]1[CH:54]=[CH:53][N:52]=[CH:51][CH:50]=1. Product: [Cl:1][C:2]1[C:7]([C:8]([NH:47][CH2:48][C:49]2[CH:54]=[CH:53][N:52]=[CH:51][CH:50]=2)=[O:10])=[CH:6][N:5]=[C:4]2[N:11]([CH2:14][CH3:15])[N:12]=[CH:13][C:3]=12. The catalyst class is: 1. (3) Reactant: Cl.[Br:2][C:3]1[CH:8]=[CH:7][C:6]([NH:9][NH2:10])=[CH:5][CH:4]=1.[C:11]([O-])([O-])=[O:12].[K+].[K+].C(OC)=O. Product: [Br:2][C:3]1[CH:8]=[CH:7][C:6]([NH:9][NH:10][CH:11]=[O:12])=[CH:5][CH:4]=1. The catalyst class is: 6. (4) Reactant: Br[C:2]1[CH:7]=[C:6]([F:8])[C:5]([Br:9])=[CH:4][C:3]=1[F:10].C([Li])CCC.[C:16]([C:18]1[CH:23]=[CH:22][N:21]=[CH:20][CH:19]=1)#[N:17].[Cl-].[NH4+]. Product: [Br:9][C:5]1[C:6]([F:8])=[CH:7][C:2]([C:16]([C:18]2[CH:23]=[CH:22][N:21]=[CH:20][CH:19]=2)=[NH:17])=[C:3]([F:10])[CH:4]=1. The catalyst class is: 27.